This data is from Catalyst prediction with 721,799 reactions and 888 catalyst types from USPTO. The task is: Predict which catalyst facilitates the given reaction. (1) Reactant: [Li]N([Si](C)(C)C)[Si](C)(C)C.[I:11][C:12]1[CH:17]=[CH:16][C:15]([C:18]2[C:19]3[NH:23][C:22]([C:24]([C:61]4[CH:66]=[CH:65][C:64]([CH3:67])=[CH:63][CH:62]=4)=[C:25]4[N:60]=[C:28]([C:29]([C:53]5[CH:58]=[CH:57][C:56]([CH3:59])=[CH:55][CH:54]=5)=[C:30]5[NH:52][C:33](=[C:34]([C:40]6[CH:45]=[CH:44][C:43]([C:46]#C[Si](C)(C)C)=[CH:42][CH:41]=6)[C:35]6[CH:36]=[CH:37][C:38]=2[N:39]=6)[CH:32]=[CH:31]5)[CH:27]=[CH:26]4)=[CH:21][CH:20]=3)=[CH:14][CH:13]=1. Product: [I:11][C:12]1[CH:13]=[CH:14][C:15]([C:18]2[C:19]3[NH:23][C:22]([C:24]([C:61]4[CH:66]=[CH:65][C:64]([CH3:67])=[CH:63][CH:62]=4)=[C:25]4[N:60]=[C:28]([C:29]([C:53]5[CH:58]=[CH:57][C:56]([CH3:59])=[CH:55][CH:54]=5)=[C:30]5[NH:52][C:33](=[C:34]([C:40]6[CH:45]=[CH:44][C:43]([CH3:46])=[CH:42][CH:41]=6)[C:35]6[CH:36]=[CH:37][C:38]=2[N:39]=6)[CH:32]=[CH:31]5)[CH:27]=[CH:26]4)=[CH:21][CH:20]=3)=[CH:16][CH:17]=1. The catalyst class is: 270. (2) Reactant: Cl.Br[C:3]1[CH:8]=[CH:7][N:6]=[CH:5][C:4]=1[CH:9]=[O:10].C([Sn](CCCC)(CCCC)[C:16]1[N:17]=[CH:18][N:19]([C:21]([C:34]2[CH:39]=[CH:38][CH:37]=[CH:36][CH:35]=2)([C:28]2[CH:33]=[CH:32][CH:31]=[CH:30][CH:29]=2)[C:22]2[CH:27]=[CH:26][CH:25]=[CH:24][CH:23]=2)[CH:20]=1)CCC.C([O-])([O-])=O.[K+].[K+]. Product: [C:34]1([C:21]([C:22]2[CH:23]=[CH:24][CH:25]=[CH:26][CH:27]=2)([C:28]2[CH:29]=[CH:30][CH:31]=[CH:32][CH:33]=2)[N:19]2[CH:20]=[C:16]([C:3]3[CH:8]=[CH:7][N:6]=[CH:5][C:4]=3[CH:9]=[O:10])[N:17]=[CH:18]2)[CH:39]=[CH:38][CH:37]=[CH:36][CH:35]=1. The catalyst class is: 47. (3) Reactant: [Br:1][C:2]1[CH:9]=[C:8]([C:10]2[CH2:14][C:13]([C:19]3[CH:24]=[C:23]([Cl:25])[CH:22]=[C:21]([Cl:26])[CH:20]=3)([C:15]([F:18])([F:17])[F:16])[CH2:12][N:11]=2)[CH:7]=[CH:6][C:3]=1[CH2:4][NH2:5].[C:27](OC(=O)C)(=[O:29])[CH3:28]. Product: [Br:1][C:2]1[CH:9]=[C:8]([C:10]2[CH2:14][C:13]([C:19]3[CH:20]=[C:21]([Cl:26])[CH:22]=[C:23]([Cl:25])[CH:24]=3)([C:15]([F:16])([F:17])[F:18])[CH2:12][N:11]=2)[CH:7]=[CH:6][C:3]=1[CH2:4][NH:5][C:27](=[O:29])[CH3:28]. The catalyst class is: 1. (4) Reactant: [Cl:1][C:2]1[N:7]=[C:6]([Cl:8])[CH:5]=[C:4](Cl)[N:3]=1.[NH2:10][C:11]1[CH:15]=[C:14]([CH3:16])[NH:13][N:12]=1.C(=O)([O-])[O-].[Na+].[Na+].O. Product: [Cl:1][C:2]1[N:3]=[C:4]([NH:10][C:11]2[CH:15]=[C:14]([CH3:16])[NH:13][N:12]=2)[CH:5]=[C:6]([Cl:8])[N:7]=1. The catalyst class is: 8. (5) Reactant: [Si]([O:8][CH2:9][CH2:10][C:11]1[S:15][C:14]([CH2:16][N:17]2[CH2:35][CH2:34][C:20]3([O:25][CH2:24][CH2:23][N:22]([C:26]([C:28]4[N:29]=[C:30]([CH3:33])[S:31][CH:32]=4)=[O:27])[CH2:21]3)[CH2:19][CH2:18]2)=[CH:13][CH:12]=1)(C(C)(C)C)(C)C.[F-].C([N+](CCCC)(CCCC)CCCC)CCC. Product: [OH:8][CH2:9][CH2:10][C:11]1[S:15][C:14]([CH2:16][N:17]2[CH2:18][CH2:19][C:20]3([O:25][CH2:24][CH2:23][N:22]([C:26]([C:28]4[N:29]=[C:30]([CH3:33])[S:31][CH:32]=4)=[O:27])[CH2:21]3)[CH2:34][CH2:35]2)=[CH:13][CH:12]=1. The catalyst class is: 1.